This data is from CYP2C9 inhibition data for predicting drug metabolism from PubChem BioAssay. The task is: Regression/Classification. Given a drug SMILES string, predict its absorption, distribution, metabolism, or excretion properties. Task type varies by dataset: regression for continuous measurements (e.g., permeability, clearance, half-life) or binary classification for categorical outcomes (e.g., BBB penetration, CYP inhibition). Dataset: cyp2c9_veith. (1) The molecule is O=C(O)C1CCNCC1. The result is 0 (non-inhibitor). (2) The compound is NC(=NC1C2CC3CC(C2)CC1C3)Nc1ccc(I)cc1. The result is 0 (non-inhibitor). (3) The compound is COC(=O)Nc1nc2ccc(SC(C)C)cc2[nH]1. The result is 0 (non-inhibitor). (4) The drug is c1ccc(-c2nnn(CCN3CCCCC3)n2)cc1. The result is 0 (non-inhibitor). (5) The molecule is COc1ccc2[nH]cc(CCNc3ncncc3-c3ccc(C(=O)N(C)C)cc3)c2c1. The result is 1 (inhibitor). (6) The result is 1 (inhibitor). The compound is Cc1c[nH]c(=O)n(CCCN2CCN(c3ccccc3OCC(F)(F)F)CC2)c1=O. (7) The drug is O=C(c1ccco1)N1CCN(c2nc(-c3ccc(F)cc3)cs2)CC1. The result is 0 (non-inhibitor). (8) The drug is Cc1ccc(C(=O)NC(=S)NCC2CCCO2)cc1. The result is 1 (inhibitor).